Dataset: Forward reaction prediction with 1.9M reactions from USPTO patents (1976-2016). Task: Predict the product of the given reaction. (1) Given the reactants [N:1]([C:4]1[CH:29]=[CH:28][C:7]2[C:8](=[O:27])[N:9]([CH2:11][C:12]([N:14]3[CH2:19][CH2:18][N:17](C(OC(C)(C)C)=O)[CH2:16][CH2:15]3)=[O:13])[S:10][C:6]=2[CH:5]=1)=[N+:2]=[N-:3].C(O)(C(F)(F)F)=O, predict the reaction product. The product is: [N:1]([C:4]1[CH:29]=[CH:28][C:7]2[C:8](=[O:27])[N:9]([CH2:11][C:12](=[O:13])[N:14]3[CH2:19][CH2:18][NH:17][CH2:16][CH2:15]3)[S:10][C:6]=2[CH:5]=1)=[N+:2]=[N-:3]. (2) Given the reactants [Br:1][C:2]1[CH:10]=[N:9][CH:8]=[CH:7][C:3]=1[C:4]([OH:6])=[O:5].S(=O)(=O)(O)O.[CH2:16](O)[CH3:17], predict the reaction product. The product is: [Br:1][C:2]1[CH:10]=[N:9][CH:8]=[CH:7][C:3]=1[C:4]([O:6][CH2:16][CH3:17])=[O:5].